Dataset: Catalyst prediction with 721,799 reactions and 888 catalyst types from USPTO. Task: Predict which catalyst facilitates the given reaction. (1) Product: [Cl:1][C:2]1[CH:7]=[CH:6][N:5]=[CH:4][C:3]=1[CH:8]=[N:11][OH:12]. The catalyst class is: 40. Reactant: [Cl:1][C:2]1[CH:7]=[CH:6][N:5]=[CH:4][C:3]=1[CH:8]=O.Cl.[NH2:11][OH:12].[OH-].[Na+].Cl. (2) Product: [C:1]1([CH2:7][CH2:8][CH2:9][CH2:10][CH2:11][CH2:12][C:13]([C:15]2[O:16][CH:17]=[C:18]([C:20]#[N:22])[N:19]=2)=[O:14])[CH:2]=[CH:3][CH:4]=[CH:5][CH:6]=1. The catalyst class is: 258. Reactant: [C:1]1([CH2:7][CH2:8][CH2:9][CH2:10][CH2:11][CH2:12][C:13]([C:15]2[O:16][CH:17]=[C:18]([C:20]([NH2:22])=O)[N:19]=2)=[O:14])[CH:6]=[CH:5][CH:4]=[CH:3][CH:2]=1.N1C=CC=CC=1.FC(F)(F)C(OC(=O)C(F)(F)F)=O. (3) Reactant: [C:1](/[C:3](/[C:27]1[CH:32]=[CH:31][C:30]([O:33][CH3:34])=[C:29]([O:35][CH3:36])[CH:28]=1)=[CH:4]\[C:5]1[S:9][C:8]([N:10]2[CH2:15][CH2:14][CH:13]([O:16][C:17](=[O:26])[CH2:18][N:19]3[CH2:24][CH2:23]C(O)CC3)[CH2:12][CH2:11]2)=[CH:7][CH:6]=1)#[N:2].N1CC[O:40][CH2:39][CH2:38]1. Product: [C:1](/[C:3](/[C:27]1[CH:32]=[CH:31][C:30]([O:33][CH3:34])=[C:29]([O:35][CH3:36])[CH:28]=1)=[CH:4]\[C:5]1[S:9][C:8]([N:10]2[CH2:15][CH2:14][CH:13]([O:16][C:17](=[O:26])[CH2:18][N:19]3[CH2:38][CH2:39][O:40][CH2:23][CH2:24]3)[CH2:12][CH2:11]2)=[CH:7][CH:6]=1)#[N:2]. The catalyst class is: 66. (4) Reactant: Br[C:2]1[CH:15]=[CH:14][CH:13]=[CH:12][C:3]=1[N:4]([CH3:11])[C:5]1[CH:10]=[CH:9][CH:8]=[CH:7][CH:6]=1.[Li][CH2:17][CH2:18][CH2:19][CH3:20].C(C(C)=O)C.OS(O)(=O)=O. Product: [CH2:18]([C:19]1([CH3:20])[C:6]2[CH:7]=[CH:8][CH:9]=[CH:10][C:5]=2[N:4]([CH3:11])[C:3]2[C:2]1=[CH:15][CH:14]=[CH:13][CH:12]=2)[CH3:17]. The catalyst class is: 1. (5) Reactant: C([O:3][C:4](=O)[CH:5]([CH2:9][N:10]([C:16]1[C:21]([N+:22]([O-])=O)=[CH:20][N:19]=[C:18]([Cl:25])[N:17]=1)[CH:11]1[CH2:15][CH2:14][CH2:13][CH2:12]1)[CH2:6][CH2:7][CH3:8])C.Cl. Product: [Cl:25][C:18]1[N:19]=[CH:20][C:21]2[NH:22][C:4](=[O:3])[CH:5]([CH2:6][CH2:7][CH3:8])[CH2:9][N:10]([CH:11]3[CH2:15][CH2:14][CH2:13][CH2:12]3)[C:16]=2[N:17]=1. The catalyst class is: 8. (6) Reactant: [OH:1][CH2:2][C:3]([C@H:5]([C@@H:7]([C@@H:9]([CH2:11][OH:12])[OH:10])O)O)=O. Product: [CH:7]1[CH:5]=[C:3]([CH:2]=[O:1])[O:10][C:9]=1[CH2:11][OH:12]. The catalyst class is: 12. (7) Reactant: [Si:1]([O:8][C:9]1[CH:24]=[CH:23][C:12]([CH2:13][NH:14][C:15]2[CH:20]=[CH:19][C:18]([O:21][CH3:22])=[CH:17][CH:16]=2)=[C:11]([F:25])[CH:10]=1)([C:4]([CH3:7])([CH3:6])[CH3:5])([CH3:3])[CH3:2].[C:26](O[C:26]([O:28][C:29]([CH3:32])([CH3:31])[CH3:30])=[O:27])([O:28][C:29]([CH3:32])([CH3:31])[CH3:30])=[O:27].CCN(CC)CC. Product: [C:29]([O:28][C:26](=[O:27])[N:14]([CH2:13][C:12]1[CH:23]=[CH:24][C:9]([O:8][Si:1]([C:4]([CH3:7])([CH3:6])[CH3:5])([CH3:3])[CH3:2])=[CH:10][C:11]=1[F:25])[C:15]1[CH:16]=[CH:17][C:18]([O:21][CH3:22])=[CH:19][CH:20]=1)([CH3:32])([CH3:31])[CH3:30]. The catalyst class is: 1. (8) The catalyst class is: 30. Product: [CH2:39]([O:46][C:47]1[C:52]([CH2:53][N:54]([C:55]([O:56][C:57]([CH3:59])([CH3:58])[CH3:60])=[O:61])[CH2:62][CH2:63][O:19][C:3]2[C:2]([Br:1])=[CH:12][C:11]([O:13][S:14]([CH3:17])(=[O:15])=[O:16])=[C:10]([CH3:18])[C:4]=2[C:5]([O:7][CH2:8][CH3:9])=[O:6])=[C:51]([CH3:65])[CH:50]=[C:49]([CH3:66])[N:48]=1)[C:40]1[CH:41]=[CH:42][CH:43]=[CH:44][CH:45]=1. Reactant: [Br:1][C:2]1[C:3]([OH:19])=[C:4]([C:10]([CH3:18])=[C:11]([O:13][S:14]([CH3:17])(=[O:16])=[O:15])[CH:12]=1)[C:5]([O:7][CH2:8][CH3:9])=[O:6].C1(P(C2C=CC=CC=2)C2C=CC=CC=2)C=CC=CC=1.[CH2:39]([O:46][C:47]1[C:52]([CH2:53][N:54]([CH2:62][CH2:63]O)[C:55](=[O:61])[O:56][C:57]([CH3:60])([CH3:59])[CH3:58])=[C:51]([CH3:65])[CH:50]=[C:49]([CH3:66])[N:48]=1)[C:40]1[CH:45]=[CH:44][CH:43]=[CH:42][CH:41]=1.N(C(OC(C)C)=O)=NC(OC(C)C)=O.